Dataset: Peptide-MHC class II binding affinity with 134,281 pairs from IEDB. Task: Regression. Given a peptide amino acid sequence and an MHC pseudo amino acid sequence, predict their binding affinity value. This is MHC class II binding data. (1) The peptide sequence is MKDFDEPGHLAPTGM. The MHC is DRB1_0301 with pseudo-sequence DRB1_0301. The binding affinity (normalized) is 0.0892. (2) The peptide sequence is GELQKVDKIDAAFKI. The MHC is DRB1_1101 with pseudo-sequence DRB1_1101. The binding affinity (normalized) is 0.641. (3) The peptide sequence is AAPAAVAAAGDAAKG. The MHC is HLA-DPA10201-DPB10501 with pseudo-sequence HLA-DPA10201-DPB10501. The binding affinity (normalized) is 0. (4) The peptide sequence is LSILAILKGLYNFAT. The MHC is DRB4_0101 with pseudo-sequence DRB4_0103. The binding affinity (normalized) is 0.915.